From a dataset of Full USPTO retrosynthesis dataset with 1.9M reactions from patents (1976-2016). Predict the reactants needed to synthesize the given product. Given the product [F:22][C:20]1[CH:21]=[C:16]([NH:15][C:2]2[N:3]=[C:4]([S:13][CH3:14])[N:5]=[N:6][C:7]=2[C:8]([O:10][CH2:11][CH3:12])=[O:9])[CH:17]=[N:18][CH:19]=1, predict the reactants needed to synthesize it. The reactants are: Cl[C:2]1[N:3]=[C:4]([S:13][CH3:14])[N:5]=[N:6][C:7]=1[C:8]([O:10][CH2:11][CH3:12])=[O:9].[NH2:15][C:16]1[CH:17]=[N:18][CH:19]=[C:20]([F:22])[CH:21]=1.CCN(C(C)C)C(C)C.CCOC(C)=O.